From a dataset of Catalyst prediction with 721,799 reactions and 888 catalyst types from USPTO. Predict which catalyst facilitates the given reaction. (1) Reactant: C1N2CCN(CC2)C1.[NH2:9][C:10]1[CH:15]=[CH:14][C:13]([N+:16]([O-:18])=[O:17])=[CH:12][N:11]=1.Br[CH2:20][C:21]([C:23]1[CH:28]=[CH:27][C:26]([F:29])=[CH:25][CH:24]=1)=O. Product: [F:29][C:26]1[CH:27]=[CH:28][C:23]([C:21]2[N:9]=[C:10]3[CH:15]=[CH:14][C:13]([N+:16]([O-:18])=[O:17])=[CH:12][N:11]3[CH:20]=2)=[CH:24][CH:25]=1. The catalyst class is: 6. (2) Reactant: [CH2:1]([N:8]1[CH2:13][CH2:12][C:11](=[O:14])[CH2:10][CH2:9]1)[C:2]1[CH:7]=[CH:6][CH:5]=[CH:4][CH:3]=1.[CH3:15]N(N=O)C(OCC)=O.[O-2].[Ba+2]. Product: [CH2:1]([N:8]1[CH2:15][CH2:9][CH2:10][C:11](=[O:14])[CH2:12][CH2:13]1)[C:2]1[CH:3]=[CH:4][CH:5]=[CH:6][CH:7]=1. The catalyst class is: 5. (3) Reactant: [CH2:1]([N:8]1[CH2:26][CH2:25][C:11]2([N:15]([C:16]3[CH:21]=[CH:20][CH:19]=[C:18]([F:22])[CH:17]=3)[C:14](=[O:23])[CH2:13][C:12]2=O)[CH2:10][CH2:9]1)[C:2]1[CH:7]=[CH:6][CH:5]=[CH:4][CH:3]=1.O.C1(C)C=CC(S(O)(=O)=O)=CC=1.[CH2:39]([C:41]1[CH:47]=[CH:46][CH:45]=[CH:44][C:42]=1[NH2:43])[CH3:40]. Product: [CH2:1]([N:8]1[CH2:26][CH2:25][C:11]2([N:15]([C:16]3[CH:21]=[CH:20][CH:19]=[C:18]([F:22])[CH:17]=3)[C:14](=[O:23])[CH:13]=[C:12]2[NH:43][C:42]2[CH:44]=[CH:45][CH:46]=[CH:47][C:41]=2[CH2:39][CH3:40])[CH2:10][CH2:9]1)[C:2]1[CH:3]=[CH:4][CH:5]=[CH:6][CH:7]=1. The catalyst class is: 260. (4) Reactant: Br[C:2]1[CH:3]=[C:4]2[C:13](=[CH:14][CH:15]=1)[C:12]1[N:8]([CH:9]=[C:10]([C:16]3[N:20]([CH:21]([CH3:23])[CH3:22])[N:19]=[C:18]([CH3:24])[N:17]=3)[N:11]=1)[CH2:7][CH2:6][O:5]2.C[Si](C)(C)N[Si](C)(C)C.C[N:35]([CH:37]=[O:38])C. Product: [CH3:24][C:18]1[N:17]=[C:16]([C:10]2[N:11]=[C:12]3[N:8]([CH:9]=2)[CH2:7][CH2:6][O:5][C:4]2[C:13]3=[CH:14][CH:15]=[C:2]([C:37]([NH2:35])=[O:38])[CH:3]=2)[N:20]([CH:21]([CH3:23])[CH3:22])[N:19]=1. The catalyst class is: 235.